This data is from Catalyst prediction with 721,799 reactions and 888 catalyst types from USPTO. The task is: Predict which catalyst facilitates the given reaction. The catalyst class is: 42. Product: [CH3:25][O:1][CH:2]([C:16]1[CH:17]=[CH:18][CH:19]=[CH:20][CH:21]=1)[CH:3]1[CH2:8][CH2:7][N:6]([C:9]([O:11][C:12]([CH3:14])([CH3:15])[CH3:13])=[O:10])[CH2:5][CH2:4]1. Reactant: [OH:1][CH:2]([C:16]1[CH:21]=[CH:20][CH:19]=[CH:18][CH:17]=1)[CH:3]1[CH2:8][CH2:7][N:6]([C:9]([O:11][C:12]([CH3:15])([CH3:14])[CH3:13])=[O:10])[CH2:5][CH2:4]1.[H-].[Na+].I[CH3:25].O.